Dataset: Forward reaction prediction with 1.9M reactions from USPTO patents (1976-2016). Task: Predict the product of the given reaction. (1) Given the reactants [CH3:1][O:2][C:3](=[O:20])[CH:4]([C:14]1[CH:19]=[CH:18][CH:17]=[CH:16][CH:15]=1)[CH2:5][C:6]1[C:7](Cl)=[N:8][C:9](Cl)=[N:10][CH:11]=1.[NH2:21][C:22]1[CH:27]=[CH:26][CH:25]=[CH:24][CH:23]=1, predict the reaction product. The product is: [CH3:1][O:2][C:3](=[O:20])[CH:4]([C:14]1[CH:19]=[CH:18][CH:17]=[CH:16][CH:15]=1)[CH2:5][C:6]1[C:7]([NH:21][C:22]2[CH:27]=[CH:26][CH:25]=[CH:24][CH:23]=2)=[N:8][C:9]([NH:21][C:22]2[CH:27]=[CH:26][CH:25]=[CH:24][CH:23]=2)=[N:10][CH:11]=1. (2) Given the reactants [CH3:1][S@:2]([C:4]1[CH:9]=[CH:8][C:7]([CH3:10])=[CH:6][CH:5]=1)=[O:3].C([N-]C(C)C)(C)C.[Li+].C1CCCCC1.[F:25][C:26]([F:43])([F:42])[C:27](=[O:41])[CH2:28][C:29]([C:32]1[CH:37]=[C:36]([F:38])[CH:35]=[CH:34][C:33]=1[O:39][CH3:40])([CH3:31])[CH3:30], predict the reaction product. The product is: [F:43][C:26]([F:25])([F:42])[C@@:27]([CH2:1][S@:2]([C:4]1[CH:9]=[CH:8][C:7]([CH3:10])=[CH:6][CH:5]=1)=[O:3])([OH:41])[CH2:28][C:29]([C:32]1[CH:37]=[C:36]([F:38])[CH:35]=[CH:34][C:33]=1[O:39][CH3:40])([CH3:31])[CH3:30].[F:43][C:26]([F:25])([F:42])[C@:27]([CH2:1][S@:2]([C:4]1[CH:9]=[CH:8][C:7]([CH3:10])=[CH:6][CH:5]=1)=[O:3])([OH:41])[CH2:28][C:29]([C:32]1[CH:37]=[C:36]([F:38])[CH:35]=[CH:34][C:33]=1[O:39][CH3:40])([CH3:31])[CH3:30].